Dataset: NCI-60 drug combinations with 297,098 pairs across 59 cell lines. Task: Regression. Given two drug SMILES strings and cell line genomic features, predict the synergy score measuring deviation from expected non-interaction effect. Drug 1: CN(C)C1=NC(=NC(=N1)N(C)C)N(C)C. Drug 2: C1CNP(=O)(OC1)N(CCCl)CCCl. Cell line: PC-3. Synergy scores: CSS=-6.44, Synergy_ZIP=-0.936, Synergy_Bliss=-8.36, Synergy_Loewe=-8.45, Synergy_HSA=-9.26.